This data is from CYP2C9 inhibition data for predicting drug metabolism from PubChem BioAssay. The task is: Regression/Classification. Given a drug SMILES string, predict its absorption, distribution, metabolism, or excretion properties. Task type varies by dataset: regression for continuous measurements (e.g., permeability, clearance, half-life) or binary classification for categorical outcomes (e.g., BBB penetration, CYP inhibition). Dataset: cyp2c9_veith. (1) The compound is CC(C)(CCC(C)(C)c1ccccc1)c1ccccc1. The result is 0 (non-inhibitor). (2) The result is 0 (non-inhibitor). The drug is O=C1C2C3C=CC(C3)C2C(=O)N1c1ncn[nH]1. (3) The drug is O=C(Nc1ccccc1)N1CC[C@@]2(CCCN(C(=O)c3csnn3)C2)C1. The result is 0 (non-inhibitor). (4) The compound is COc1cccc(-c2cncnc2NCCc2cnc[nH]2)c1. The result is 1 (inhibitor). (5) The drug is O=C(CSc1nc2ccccc2c(=O)n1Cc1ccccc1)NCc1ccco1. The result is 0 (non-inhibitor). (6) The molecule is N#Cc1ccc(CN2CCC3(CC2)CCN(C(=O)c2cc(C(F)(F)F)cc(C(F)(F)F)c2)CC3)cc1. The result is 0 (non-inhibitor).